From a dataset of Full USPTO retrosynthesis dataset with 1.9M reactions from patents (1976-2016). Predict the reactants needed to synthesize the given product. (1) Given the product [NH2:1][C:2]1[N:3]=[CH:4][C:5]([CH2:9][CH2:10][C:11]([NH:15][CH3:14])=[O:13])=[N:6][C:7]=1[Br:8], predict the reactants needed to synthesize it. The reactants are: [NH2:1][C:2]1[N:3]=[CH:4][C:5]([CH2:9][CH2:10][C:11]([OH:13])=O)=[N:6][C:7]=1[Br:8].[CH3:14][N:15](C(ON1N=NC2C=CC=CC1=2)=[N+](C)C)C.[B-](F)(F)(F)F.CCN(C(C)C)C(C)C.Cl.CN. (2) Given the product [OH:20][CH:14]([C:3]1[C:2]2[O:1][CH2:21][O:8][C:7]=2[C:6]([CH3:9])=[C:5]([O:10][CH2:11][O:12][CH3:13])[CH:4]=1)[C:15]([O:17][CH2:18][CH3:19])=[O:16], predict the reactants needed to synthesize it. The reactants are: [OH:1][C:2]1[C:7]([OH:8])=[C:6]([CH3:9])[C:5]([O:10][CH2:11][O:12][CH3:13])=[CH:4][C:3]=1[CH:14]([OH:20])[C:15]([O:17][CH2:18][CH3:19])=[O:16].[C:21]1(C)C=CC=CC=1. (3) The reactants are: [N:1]1[NH:2][N:3]=[C:4]([C:6]([O:8][CH2:9][CH3:10])=[O:7])[CH:5]=1.[F:11][C:12]([F:24])([F:23])[O:13][C:14]1[CH:19]=[CH:18][C:17](B(O)O)=[CH:16][CH:15]=1.N1C=CC=CC=1.O. Given the product [F:11][C:12]([F:23])([F:24])[O:13][C:14]1[CH:19]=[CH:18][C:17]([N:2]2[N:3]=[C:4]([C:6]([O:8][CH2:9][CH3:10])=[O:7])[CH:5]=[N:1]2)=[CH:16][CH:15]=1, predict the reactants needed to synthesize it. (4) Given the product [NH2:1][C:2]1[CH:3]=[C:4]([N:9]2[CH2:18][C:17]3[C:12](=[N:13][CH:14]=[N:15][CH:16]=3)[N:11]([CH3:21])[C:10]2=[O:22])[CH:5]=[CH:6][C:7]=1[F:8], predict the reactants needed to synthesize it. The reactants are: [NH2:1][C:2]1[CH:3]=[C:4]([N:9]2[CH2:18][C:17]3[C:12](=[N:13][C:14](SC)=[N:15][CH:16]=3)[N:11]([CH3:21])[C:10]2=[O:22])[CH:5]=[CH:6][C:7]=1[F:8]. (5) Given the product [OH:30][CH2:31][CH2:27][O:17][CH:8]1[CH2:7][N:6]([C:9]([O:11][C:12]([CH3:13])([CH3:14])[CH3:15])=[O:10])[CH2:3]1, predict the reactants needed to synthesize it. The reactants are: OC[CH:3]1[CH2:8][CH2:7][N:6]([C:9]([O:11][C:12]([CH3:15])([CH3:14])[CH3:13])=[O:10])CC1.S(Cl)(C1C=CC(C)=CC=1)(=O)=[O:17].[CH2:27]1[CH2:31][O:30]CC1. (6) Given the product [ClH:12].[S:1]1[CH:5]=[CH:4][C:3]2[C:6]([C:10]3[N:16]4[CH2:17][CH2:18][N:14]=[C:15]4[S:19][CH:11]=3)=[CH:7][CH:8]=[CH:9][C:2]1=2, predict the reactants needed to synthesize it. The reactants are: [S:1]1[CH:5]=[CH:4][C:3]2[C:6]([C:10](=O)[CH2:11][Cl:12])=[CH:7][CH:8]=[CH:9][C:2]1=2.[NH:14]1[CH2:18][CH2:17][NH:16][C:15]1=[S:19].C(O)C.